This data is from CYP2D6 inhibition data for predicting drug metabolism from PubChem BioAssay. The task is: Regression/Classification. Given a drug SMILES string, predict its absorption, distribution, metabolism, or excretion properties. Task type varies by dataset: regression for continuous measurements (e.g., permeability, clearance, half-life) or binary classification for categorical outcomes (e.g., BBB penetration, CYP inhibition). Dataset: cyp2d6_veith. (1) The drug is Cn1cc(/C=C2/SC(=O)N(CC(=O)Nc3ccc4c(c3)OCO4)C2=O)c2ccccc21. The result is 0 (non-inhibitor). (2) The compound is CC[N+](CC)(CC)CC. The result is 0 (non-inhibitor).